Binary Classification. Given a drug SMILES string, predict its activity (active/inactive) in a high-throughput screening assay against a specified biological target. From a dataset of Serine/threonine kinase 33 screen with 319,792 compounds. (1) The molecule is S(=O)(=O)(N(CC(O)CN1C(=O)C(NC1=O)(C)C)c1ccccc1)c1ccc([N+]([O-])=O)cc1. The result is 0 (inactive). (2) The compound is O=C(NC(c1ccccc1)C)c1cc(ncc1)C(C)(C)C. The result is 0 (inactive). (3) The molecule is O(CC(O)CN(Cc1ccccc1)CC)C(c1ccc(OC)cc1)c1ccc(OC)cc1. The result is 0 (inactive). (4) The molecule is s1c2c(CC(OC2)(CC)C)c2c1nc(SCC(OCC)=O)[nH]c2=O. The result is 0 (inactive). (5) The molecule is Fc1c(N2C(=O)C3C(C(N4N=Cc5c(C34)cccc5)C(=O)C)C2=O)cccc1. The result is 0 (inactive). (6) The drug is O=C1C(C(=O)c2c1cccc2)c1ncccc1. The result is 1 (active).